From a dataset of NCI-60 drug combinations with 297,098 pairs across 59 cell lines. Regression. Given two drug SMILES strings and cell line genomic features, predict the synergy score measuring deviation from expected non-interaction effect. (1) Drug 1: CC1OCC2C(O1)C(C(C(O2)OC3C4COC(=O)C4C(C5=CC6=C(C=C35)OCO6)C7=CC(=C(C(=C7)OC)O)OC)O)O. Drug 2: C1=C(C(=O)NC(=O)N1)N(CCCl)CCCl. Cell line: CCRF-CEM. Synergy scores: CSS=79.6, Synergy_ZIP=2.01, Synergy_Bliss=2.05, Synergy_Loewe=2.68, Synergy_HSA=5.66. (2) Drug 1: C1=CC(=CC=C1CC(C(=O)O)N)N(CCCl)CCCl.Cl. Drug 2: CC1=C(C=C(C=C1)NC(=O)C2=CC=C(C=C2)CN3CCN(CC3)C)NC4=NC=CC(=N4)C5=CN=CC=C5. Cell line: NCI-H226. Synergy scores: CSS=7.94, Synergy_ZIP=-0.849, Synergy_Bliss=4.79, Synergy_Loewe=-0.482, Synergy_HSA=2.62. (3) Drug 1: C#CCC(CC1=CN=C2C(=N1)C(=NC(=N2)N)N)C3=CC=C(C=C3)C(=O)NC(CCC(=O)O)C(=O)O. Drug 2: C(CN)CNCCSP(=O)(O)O. Cell line: UACC-257. Synergy scores: CSS=0.388, Synergy_ZIP=2.05, Synergy_Bliss=2.87, Synergy_Loewe=1.90, Synergy_HSA=0.478. (4) Drug 1: C1CCC(C1)C(CC#N)N2C=C(C=N2)C3=C4C=CNC4=NC=N3. Drug 2: C1=CC(=C2C(=C1NCCNCCO)C(=O)C3=C(C=CC(=C3C2=O)O)O)NCCNCCO. Cell line: ACHN. Synergy scores: CSS=55.3, Synergy_ZIP=6.49, Synergy_Bliss=3.58, Synergy_Loewe=-19.3, Synergy_HSA=3.68. (5) Drug 1: C1CN(P(=O)(OC1)NCCCl)CCCl. Drug 2: CC(C)CN1C=NC2=C1C3=CC=CC=C3N=C2N. Cell line: SK-MEL-2. Synergy scores: CSS=2.93, Synergy_ZIP=2.32, Synergy_Bliss=8.54, Synergy_Loewe=0.834, Synergy_HSA=0.645. (6) Drug 1: C1=CC(=C2C(=C1NCCNCCO)C(=O)C3=C(C=CC(=C3C2=O)O)O)NCCNCCO. Drug 2: C(=O)(N)NO. Cell line: SK-MEL-28. Synergy scores: CSS=45.4, Synergy_ZIP=6.51, Synergy_Bliss=8.21, Synergy_Loewe=-65.5, Synergy_HSA=7.85.